This data is from Forward reaction prediction with 1.9M reactions from USPTO patents (1976-2016). The task is: Predict the product of the given reaction. (1) The product is: [CH3:24][O:23][C:21]1[CH:22]=[C:17]([C:15]([C@@H:3]2[C@:4]3([CH3:14])[C@H:9]([C:8]([CH3:12])([CH3:13])[CH2:7][CH2:6][CH2:5]3)[CH2:10][C@@H:11]([OH:31])[C@@H:2]2[CH3:1])=[O:16])[CH:18]=[C:19]([O:25][CH3:26])[CH:20]=1. Given the reactants [CH3:1][C:2]1[C@H:3]([C:15]([C:17]2[CH:22]=[C:21]([O:23][CH3:24])[CH:20]=[C:19]([O:25][CH3:26])[CH:18]=2)=[O:16])[C@:4]2([CH3:14])[C@@H:9]([CH2:10][CH:11]=1)[C:8]([CH3:13])([CH3:12])[CH2:7][CH2:6][CH2:5]2.B.C1C[O:31]CC1.[OH-].[Na+].OO.[NH4+].[Cl-].Cl, predict the reaction product. (2) Given the reactants [Br:1][C:2]1[C:10]2[C:9]([Cl:11])=[N:8][CH:7]=[N:6][C:5]=2[S:4][C:3]=1I.[F:13][C:14]1[C:19]([F:20])=[CH:18][CH:17]=[CH:16][C:15]=1B1OC(C)(C)C(C)(C)O1.C([O-])([O-])=O.[Cs+].[Cs+].C1COCC1, predict the reaction product. The product is: [Br:1][C:2]1[C:10]2[C:9]([Cl:11])=[N:8][CH:7]=[N:6][C:5]=2[S:4][C:3]=1[C:18]1[CH:17]=[CH:16][CH:15]=[C:14]([F:13])[C:19]=1[F:20]. (3) Given the reactants [NH2:1][C:2]1[C:7]([C:8]#[N:9])=[C:6](Cl)[N:5]=[C:4]([C:11]([NH:13][CH2:14][CH:15]2[CH2:20][CH2:19][N:18]([CH2:21][C:22]3[S:26][C:25]([C:27]4[CH:32]=[CH:31][CH:30]=[CH:29][C:28]=4[F:33])=[N:24][CH:23]=3)[CH2:17][CH2:16]2)=[O:12])[CH:3]=1.[CH:34]([OH:37])([CH3:36])[CH3:35], predict the reaction product. The product is: [NH2:1][C:2]1[C:7]([C:8]#[N:9])=[C:6]([O:37][CH:34]([CH3:36])[CH3:35])[N:5]=[C:4]([C:11]([NH:13][CH2:14][CH:15]2[CH2:20][CH2:19][N:18]([CH2:21][C:22]3[S:26][C:25]([C:27]4[CH:32]=[CH:31][CH:30]=[CH:29][C:28]=4[F:33])=[N:24][CH:23]=3)[CH2:17][CH2:16]2)=[O:12])[CH:3]=1. (4) Given the reactants [N+:1]([CH:4]1[N:8]([C:9]2[CH:14]=[CH:13][N:12]=[CH:11][CH:10]=2)[CH:7]=[CH:6][NH:5]1)([O-])=O, predict the reaction product. The product is: [NH2:1][CH:4]1[N:8]([C:9]2[CH:14]=[CH:13][N:12]=[CH:11][CH:10]=2)[CH:7]=[CH:6][NH:5]1.